From a dataset of Full USPTO retrosynthesis dataset with 1.9M reactions from patents (1976-2016). Predict the reactants needed to synthesize the given product. (1) Given the product [CH:1]([O:14][CH:15]1[CH2:20][CH2:19][N:18]([CH2:22][C:23]2[O:27][C:26]([C:28]([O:30][CH3:31])=[O:29])=[CH:25][CH:24]=2)[CH2:17][CH2:16]1)([C:8]1[CH:13]=[CH:12][CH:11]=[CH:10][CH:9]=1)[C:2]1[CH:3]=[CH:4][CH:5]=[CH:6][CH:7]=1, predict the reactants needed to synthesize it. The reactants are: [CH:1]([O:14][CH:15]1[CH2:20][CH2:19][NH:18][CH2:17][CH2:16]1)([C:8]1[CH:13]=[CH:12][CH:11]=[CH:10][CH:9]=1)[C:2]1[CH:7]=[CH:6][CH:5]=[CH:4][CH:3]=1.Cl[CH2:22][C:23]1[O:27][C:26]([C:28]([O:30][CH3:31])=[O:29])=[CH:25][CH:24]=1.C(=O)([O-])[O-].[K+].[K+].C(#N)C. (2) Given the product [CH3:12][N:13]([CH3:33])[CH2:14][CH2:15][NH:16][C:17]([C:19]1[C:23]([C:24]2[CH:29]=[CH:28][CH:27]=[CH:26][CH:25]=2)=[C:22]([CH:30]=[C:5]2[C:4]3[C:8](=[CH:9][CH:10]=[C:2]([Br:1])[CH:3]=3)[NH:7][C:6]2=[O:11])[NH:21][C:20]=1[CH3:32])=[O:18], predict the reactants needed to synthesize it. The reactants are: [Br:1][C:2]1[CH:3]=[C:4]2[C:8](=[CH:9][CH:10]=1)[NH:7][C:6](=[O:11])[CH2:5]2.[CH3:12][N:13]([CH3:33])[CH2:14][CH2:15][NH:16][C:17]([C:19]1[C:23]([C:24]2[CH:29]=[CH:28][CH:27]=[CH:26][CH:25]=2)=[C:22]([CH:30]=O)[NH:21][C:20]=1[CH3:32])=[O:18]. (3) Given the product [C:11]([O:15][C:16]([N:18]1[CH2:19][CH:20]=[C:21]([C:9]2[CH:8]=[CH:7][S:6][C:5]=2[C:3]([O:2][CH3:1])=[O:4])[CH2:22][CH2:23]1)=[O:17])([CH3:14])([CH3:12])[CH3:13], predict the reactants needed to synthesize it. The reactants are: [CH3:1][O:2][C:3]([C:5]1[S:6][CH:7]=[CH:8][C:9]=1Br)=[O:4].[C:11]([O:15][C:16]([N:18]1[CH2:23][CH:22]=[C:21](B2OC(C)(C)C(C)(C)O2)[CH2:20][CH2:19]1)=[O:17])([CH3:14])([CH3:13])[CH3:12].C([O-])([O-])=O.[Na+].[Na+]. (4) Given the product [N:1]1([C:6]2[S:7][CH:8]=[C:9]([C:11]3[C:16](=[O:17])[NH:15][C:14]([N:19]4[CH2:24][CH2:23][O:22][CH2:21][CH2:20]4)=[N:13][C:12]=3[NH:25][C@@H:26]3[CH2:31][CH2:30][CH2:29][NH:28][CH2:27]3)[N:10]=2)[CH:5]=[CH:4][CH:3]=[CH:2]1, predict the reactants needed to synthesize it. The reactants are: [N:1]1([C:6]2[S:7][CH:8]=[C:9]([C:11]3[C:12]([NH:25][C@@H:26]4[CH2:31][CH2:30][CH2:29][N:28](C(OC(C)(C)C)=O)[CH2:27]4)=[N:13][C:14]([N:19]4[CH2:24][CH2:23][O:22][CH2:21][CH2:20]4)=[N:15][C:16]=3[O:17]C)[N:10]=2)[CH:5]=[CH:4][CH:3]=[CH:2]1.[Na+].[I-].[Si](Cl)(C)(C)C.